From a dataset of HIV replication inhibition screening data with 41,000+ compounds from the AIDS Antiviral Screen. Binary Classification. Given a drug SMILES string, predict its activity (active/inactive) in a high-throughput screening assay against a specified biological target. (1) The compound is COc1c(NS(=O)(=O)c2ccccc2)cc2c3c(cccc13)C(=C1Cc3cccc4c(OC)c(NS(=O)(=O)c5ccccc5)cc1c34)C2. The result is 0 (inactive). (2) The drug is CCOC(=O)C1(C(=O)OCC)C=C(c2ccccc2)N(C2OC(COC(C)=O)C(OC(C)=O)C(OC(C)=O)C2OC(C)=O)C1=S. The result is 0 (inactive).